From a dataset of Reaction yield outcomes from USPTO patents with 853,638 reactions. Predict the reaction yield, written as a fraction of the theoretical maximum amount of product (1.0 means a 100% yield; for example, 0.34 means a 34% yield). (1) The product is [Cl:2][C:3]1[CH:4]=[C:5]([CH2:9][CH2:10][O:11][CH2:12][C:13]2[NH:15][C:22](=[O:21])[C:24]3[CH:29]=[CH:28][N:27]=[N:26][C:25]=3[N:14]=2)[CH:6]=[CH:7][CH:8]=1. The catalyst is CO.CN(C=O)C.O. The reactants are Cl.[Cl:2][C:3]1[CH:4]=[C:5]([CH2:9][CH2:10][O:11][CH2:12][C:13]([NH2:15])=[NH:14])[CH:6]=[CH:7][CH:8]=1.C[O-].[Na+].C([O:21][C:22]([C:24]1[CH:29]=[CH:28][N:27]=[N:26][C:25]=1Cl)=O)C.C([O-])([O-])=O.[K+].[K+].Cl. The yield is 0.0360. (2) The reactants are [Cl:1][C:2]1[C:7]([C:8]([O:10]C(C)(C)C)=[O:9])=[CH:6][CH:5]=[C:4]([N:15]2[CH:19]=[CH:18][C:17]([O:20][CH2:21][CH:22]([CH3:24])[CH3:23])=[N:16]2)[N:3]=1.C(O)(C(F)(F)F)=O. The catalyst is C(Cl)Cl. The product is [Cl:1][C:2]1[C:7]([C:8]([OH:10])=[O:9])=[CH:6][CH:5]=[C:4]([N:15]2[CH:19]=[CH:18][C:17]([O:20][CH2:21][CH:22]([CH3:24])[CH3:23])=[N:16]2)[N:3]=1. The yield is 1.00. (3) The reactants are Br[C:2]1[CH:3]=[C:4]2[C:8](=[CH:9][CH:10]=1)[C:7]([CH3:12])([CH3:11])[CH2:6][C:5]2([CH3:14])[CH3:13].C([Li])(C)(C)C.[N:20]([C:29]([O:31][C:32]([CH3:35])([CH3:34])[CH3:33])=[O:30])=[N:21][C:22]([O:24][C:25]([CH3:28])([CH3:27])[CH3:26])=[O:23]. The catalyst is O1CCCC1. The product is [CH3:11][C:7]1([CH3:12])[C:8]2[C:4](=[CH:3][C:2]([N:20]([C:29]([O:31][C:32]([CH3:35])([CH3:34])[CH3:33])=[O:30])[NH:21][C:22]([O:24][C:25]([CH3:26])([CH3:27])[CH3:28])=[O:23])=[CH:10][CH:9]=2)[C:5]([CH3:14])([CH3:13])[CH2:6]1. The yield is 0.593. (4) The reactants are [F:1][C:2]([F:43])([F:42])[C:3]1[CH:4]=[C:5]([CH:39]=[CH:40][CH:41]=1)[CH2:6][NH:7][C:8](=[O:38])[C:9]1[CH:14]=[CH:13][N:12]=[C:11]([C:15]2[CH:20]=[C:19]([N:21]3[CH2:26][CH2:25][CH2:24][CH2:23][CH2:22]3)[CH:18]=[CH:17][C:16]=2[NH:27][C:28](=[O:37])[C:29]2(CCl)[CH:34]=[CH:33][CH:32]=[CH:31][NH:30]2)[CH:10]=1.[NH:44]1[CH2:48][CH2:47][C@@H:46]([NH:49][C:50](=[O:52])[CH3:51])[CH2:45]1.[C:53](=[O:56])([O-])[O-:54].[K+].[K+].[I-].[K+]. The catalyst is CN(C)C=O.C(OCC)(=O)C. The product is [F:1][C:2]([F:43])([F:42])[C:53]([OH:54])=[O:56].[C:50]([NH:49][C@@H:46]1[CH2:47][CH2:48][N:44]([CH2:53][C:31]2[N:30]=[C:29]([C:28]([NH:27][C:16]3[CH:17]=[CH:18][C:19]([N:21]4[CH2:26][CH2:25][CH2:24][CH2:23][CH2:22]4)=[CH:20][C:15]=3[C:11]3[CH:10]=[C:9]([C:8](=[O:38])[NH:7][CH2:6][C:5]4[CH:39]=[CH:40][CH:41]=[C:3]([C:2]([F:43])([F:1])[F:42])[CH:4]=4)[CH:14]=[CH:13][N:12]=3)=[O:37])[CH:34]=[CH:33][CH:32]=2)[CH2:45]1)(=[O:52])[CH3:51]. The yield is 0.270. (5) The reactants are [N+]([C:4]1[NH:5][CH:6]=[C:7]([N+:9]([O-:11])=[O:10])[N:8]=1)([O-])=O.[ClH:12]. No catalyst specified. The product is [Cl:12][C:4]1[NH:5][CH:6]=[C:7]([N+:9]([O-:11])=[O:10])[N:8]=1. The yield is 0.671. (6) The reactants are [C:1]([C:3]1[CH:8]=[CH:7][CH:6]=[CH:5][CH:4]=1)#[CH:2].Cl[C:10](=[N:16][OH:17])[C:11]([O:13][CH2:14][CH3:15])=[O:12].C(N(CC)CC)C. The catalyst is ClC(Cl)C.C[C]1[C](C)[C](C)[C](C)[C]1C.C1CC=CCCC=C1.Cl[Ru]. The product is [C:3]1([C:1]2[C:10]([C:11]([O:13][CH2:14][CH3:15])=[O:12])=[N:16][O:17][CH:2]=2)[CH:8]=[CH:7][CH:6]=[CH:5][CH:4]=1. The yield is 0.0500.